This data is from Full USPTO retrosynthesis dataset with 1.9M reactions from patents (1976-2016). The task is: Predict the reactants needed to synthesize the given product. Given the product [Cl:17][C:10]1[CH:11]=[C:12]([Cl:16])[C:13]([I:15])=[CH:14][C:9]=1[OH:8], predict the reactants needed to synthesize it. The reactants are: C([O:8][C:9]1[CH:14]=[C:13]([I:15])[C:12]([Cl:16])=[CH:11][C:10]=1[Cl:17])C1C=CC=CC=1.B(Cl)(Cl)Cl.